This data is from Forward reaction prediction with 1.9M reactions from USPTO patents (1976-2016). The task is: Predict the product of the given reaction. (1) The product is: [F:1][C:2]1[CH:7]=[CH:6][C:5]([NH:8][C:9]([NH:16][CH2:11][C:12]([CH3:15])([CH3:14])[CH3:13])=[S:10])=[CH:4][CH:3]=1. Given the reactants [F:1][C:2]1[CH:7]=[CH:6][C:5]([N:8]=[C:9]=[S:10])=[CH:4][CH:3]=1.[CH2:11]([NH2:16])[C:12]([CH3:15])([CH3:14])[CH3:13], predict the reaction product. (2) Given the reactants C([Al](CC)CC)C.[CH2:8]=[CH:9][CH2:10][CH2:11][CH2:12][CH3:13].C=CC, predict the reaction product. The product is: [CH2:8]=[CH:9][CH3:10].[CH2:8]=[CH:9][CH2:10][CH2:11][CH3:12].[CH2:8]=[CH:9][CH2:10][CH2:11][CH2:12][CH3:13].